From a dataset of Full USPTO retrosynthesis dataset with 1.9M reactions from patents (1976-2016). Predict the reactants needed to synthesize the given product. Given the product [Cl:16][C:10]1[N:11]=[N:12][C:7]([C:2]2[CH:3]=[CH:4][CH:5]=[CH:6][N:1]=2)=[CH:8][CH:9]=1, predict the reactants needed to synthesize it. The reactants are: [N:1]1[CH:6]=[CH:5][CH:4]=[CH:3][C:2]=1[C:7]1[CH:8]=[CH:9][C:10](=O)[NH:11][N:12]=1.O=P(Cl)(Cl)[Cl:16].